Dataset: Catalyst prediction with 721,799 reactions and 888 catalyst types from USPTO. Task: Predict which catalyst facilitates the given reaction. (1) Reactant: [CH:1]1[C:13]2[CH:12]([CH2:14][O:15][C:16]([NH:18][CH:19]3[CH2:24][CH2:23][N:22]([CH2:25][C:26]4[C:27]([C:39]5[CH:44]=[CH:43][CH:42]=[CH:41][CH:40]=5)=[N:28][C:29]5[C:34]([C:35]=4[C:36](O)=[O:37])=[CH:33][CH:32]=[CH:31][CH:30]=5)[CH2:21][CH2:20]3)=[O:17])[C:11]3[C:6](=[CH:7][CH:8]=[CH:9][CH:10]=3)[C:5]=2[CH:4]=[CH:3][CH:2]=1.CN(C(ON1N=NC2C=CC=CC1=2)=[N+](C)C)C.F[P-](F)(F)(F)(F)F.C(N(CC)CC)C.[CH:76]1([C@@H:82]([NH2:84])[CH3:83])[CH2:81][CH2:80][CH2:79][CH2:78][CH2:77]1.CC=C(C)C. Product: [CH:1]1[C:13]2[CH:12]([CH2:14][O:15][C:16](=[O:17])[NH:18][CH:19]3[CH2:24][CH2:23][N:22]([CH2:25][C:26]4[C:27]([C:39]5[CH:44]=[CH:43][CH:42]=[CH:41][CH:40]=5)=[N:28][C:29]5[C:34]([C:35]=4[C:36](=[O:37])[NH:84][C@H:82]([CH:76]4[CH2:81][CH2:80][CH2:79][CH2:78][CH2:77]4)[CH3:83])=[CH:33][CH:32]=[CH:31][CH:30]=5)[CH2:21][CH2:20]3)[C:11]3[C:6](=[CH:7][CH:8]=[CH:9][CH:10]=3)[C:5]=2[CH:4]=[CH:3][CH:2]=1. The catalyst class is: 168. (2) Reactant: [Cl:1][C:2]1[CH:3]=[C:4]([CH:17]=[CH:18][CH:19]=1)[O:5][CH2:6][C:7]([N:9]([CH3:16])[CH:10]1[CH2:15][CH2:14][NH:13][CH2:12][CH2:11]1)=[O:8].[F:20][C:21]([F:36])([F:35])[C:22]1[CH:27]=[CH:26][C:25]([N:28]2[CH:32]=[CH:31][C:30]([CH:33]=O)=[CH:29]2)=[CH:24][CH:23]=1.C(O[BH-](OC(=O)C)OC(=O)C)(=O)C.[Na+].C([O-])(O)=O.[Na+]. Product: [Cl:1][C:2]1[CH:3]=[C:4]([CH:17]=[CH:18][CH:19]=1)[O:5][CH2:6][C:7]([N:9]([CH3:16])[CH:10]1[CH2:15][CH2:14][N:13]([CH2:33][C:30]2[CH:31]=[CH:32][N:28]([C:25]3[CH:26]=[CH:27][C:22]([C:21]([F:36])([F:20])[F:35])=[CH:23][CH:24]=3)[CH:29]=2)[CH2:12][CH2:11]1)=[O:8]. The catalyst class is: 68. (3) Reactant: [Cl:1][C:2]1[C:3]([NH:15][C@@H:16]2[CH2:22][CH2:21][CH2:20][CH2:19][C@H:18]([NH:23]C(=O)OC(C)(C)C)[CH2:17]2)=[N:4][C:5]([NH:8][C:9]2[CH:10]=[N:11][N:12]([CH3:14])[CH:13]=2)=[N:6][CH:7]=1.Cl.O1CCOCC1. Product: [NH2:23][C@H:18]1[CH2:19][CH2:20][CH2:21][CH2:22][C@@H:16]([NH:15][C:3]2[C:2]([Cl:1])=[CH:7][N:6]=[C:5]([NH:8][C:9]3[CH:10]=[N:11][N:12]([CH3:14])[CH:13]=3)[N:4]=2)[CH2:17]1. The catalyst class is: 100. (4) Reactant: [O:1]=[C:2]1[N:6]([CH2:7][C:8]([O:10]C(C)(C)C)=[O:9])[C:5]2[CH:15]=[CH:16][CH:17]=[CH:18][C:4]=2[N:3]1[C:19]1[CH:24]=[CH:23][CH:22]=[CH:21][N:20]=1.Cl. Product: [O:1]=[C:2]1[N:6]([CH2:7][C:8]([OH:10])=[O:9])[C:5]2[CH:15]=[CH:16][CH:17]=[CH:18][C:4]=2[N:3]1[C:19]1[CH:24]=[CH:23][CH:22]=[CH:21][N:20]=1. The catalyst class is: 25. (5) Reactant: [N:1]1[C:5]2[CH:6]=[CH:7][CH:8]=[CH:9][C:4]=2[NH:3][CH:2]=1.C(OC(C)C)(OC(C)C)OC(C)C.C([O:25][C:26]([C:28]1[CH:53]=[CH:52][C:31]([O:32][C:33]2[C:38]([CH:39]3[CH2:44][CH2:43][N:42]([C:45]([O:47][C:48]([CH3:51])([CH3:50])[CH3:49])=[O:46])[CH2:41][CH2:40]3)=[CH:37][CH:36]=[CH:35][N:34]=2)=[CH:30][CH:29]=1)=O)C.C([N-]C(C)C)(C)C.[Li+]. Product: [NH:1]1[C:5]2[CH:6]=[CH:7][CH:8]=[CH:9][C:4]=2[N:3]=[C:2]1[C:26]([C:28]1[CH:29]=[CH:30][C:31]([O:32][C:33]2[C:38]([CH:39]3[CH2:40][CH2:41][N:42]([C:45]([O:47][C:48]([CH3:49])([CH3:50])[CH3:51])=[O:46])[CH2:43][CH2:44]3)=[CH:37][CH:36]=[CH:35][N:34]=2)=[CH:52][CH:53]=1)=[O:25]. The catalyst class is: 247.